Dataset: NCI-60 drug combinations with 297,098 pairs across 59 cell lines. Task: Regression. Given two drug SMILES strings and cell line genomic features, predict the synergy score measuring deviation from expected non-interaction effect. Drug 1: CC1=CC=C(C=C1)C2=CC(=NN2C3=CC=C(C=C3)S(=O)(=O)N)C(F)(F)F. Drug 2: COC1=C2C(=CC3=C1OC=C3)C=CC(=O)O2. Cell line: HCC-2998. Synergy scores: CSS=13.2, Synergy_ZIP=-1.10, Synergy_Bliss=0.348, Synergy_Loewe=-6.20, Synergy_HSA=-4.33.